Dataset: Reaction yield outcomes from USPTO patents with 853,638 reactions. Task: Predict the reaction yield, written as a fraction of the theoretical maximum amount of product (1.0 means a 100% yield; for example, 0.34 means a 34% yield). (1) The reactants are [C:1]([O:5][C:6](=[O:30])[CH2:7][C@@H:8]([CH2:24][CH:25]1[CH2:29][CH2:28][CH2:27][CH2:26]1)[C:9](N1[C@@H](CC2C=CC=CC=2)COC1=O)=[O:10])([CH3:4])([CH3:3])[CH3:2].OO.[Li+].[OH-].S([O-])([O-])=[O:36].[Na+].[Na+].C(=O)(O)[O-].[Na+]. The catalyst is C1COCC1.O. The product is [C:1]([O:5][C:6](=[O:30])[CH2:7][C@@H:8]([CH2:24][CH:25]1[CH2:29][CH2:28][CH2:27][CH2:26]1)[C:9]([OH:10])=[O:36])([CH3:2])([CH3:3])[CH3:4]. The yield is 0.730. (2) The reactants are [C:1]([O:5][C:6](=[O:34])[NH:7][CH2:8][CH2:9][CH2:10][NH:11][CH:12]([C:16]1[C:25]([CH2:26][C:27]2[CH:32]=[CH:31][CH:30]=[CH:29][CH:28]=2)=[N:24][C:23]2[C:18](=[CH:19][C:20]([Cl:33])=[CH:21][CH:22]=2)[N:17]=1)[CH:13]1[CH2:15][CH2:14]1)([CH3:4])([CH3:3])[CH3:2].CCN(CC)CC.[C:42]1([CH3:51])[CH:47]=[CH:46][C:45]([C:48](Cl)=[O:49])=[CH:44][CH:43]=1. The catalyst is C(Cl)Cl. The product is [C:1]([O:5][C:6](=[O:34])[NH:7][CH2:8][CH2:9][CH2:10][N:11]([CH:12]([C:16]1[C:25]([CH2:26][C:27]2[CH:28]=[CH:29][CH:30]=[CH:31][CH:32]=2)=[N:24][C:23]2[C:18](=[CH:19][C:20]([Cl:33])=[CH:21][CH:22]=2)[N:17]=1)[CH:13]1[CH2:14][CH2:15]1)[C:48](=[O:49])[C:45]1[CH:46]=[CH:47][C:42]([CH3:51])=[CH:43][CH:44]=1)([CH3:4])([CH3:2])[CH3:3]. The yield is 0.940. (3) The reactants are Cl[C:2]1[N:7]=[C:6]([NH:8][C:9]2[CH:14]=[CH:13][C:12]([O:15][CH2:16][CH3:17])=[CH:11][CH:10]=2)[C:5]([F:18])=[CH:4][N:3]=1.C(N(C(C)C)C(C)C)C.[CH2:28]1[CH2:38][O:37][C:36]2[CH:35]=[CH:34][C:32]([NH2:33])=[CH:31][C:30]=2[O:29]1. The catalyst is C(O)CO. The product is [CH2:16]([O:15][C:12]1[CH:13]=[CH:14][C:9]([NH:8][C:6]2[C:5]([F:18])=[CH:4][N:3]=[C:2]([NH:33][C:32]3[CH:34]=[CH:35][C:36]4[O:37][CH2:38][CH2:28][O:29][C:30]=4[CH:31]=3)[N:7]=2)=[CH:10][CH:11]=1)[CH3:17]. The yield is 0.600. (4) The reactants are [C:1]([C:4]1[C:22](=[O:23])[C@@:8]2([CH3:24])[C:9]3[C:15]([OH:16])=[CH:14][C:13]([O:17][CH3:18])=[C:12]([C:19]([NH2:21])=[O:20])[C:10]=3[O:11][C:7]2=[CH:6][C:5]=1[OH:25])(=[O:3])[CH3:2].[Cl:26][C:27]1[CH:45]=[C:44]([Cl:46])[CH:43]=[CH:42][C:28]=1[C:29]([NH:31][C:32]1[CH:39]=[C:38]([CH3:40])[C:35]([CH:36]=O)=[C:34]([CH3:41])[CH:33]=1)=[O:30].C([SiH](CC)CC)C.FC(F)(F)C(O)=O. The catalyst is C(#N)C. The product is [C:1]([C:4]1[C:22](=[O:23])[C@@:8]2([CH3:24])[C:9]3[C:15]([OH:16])=[CH:14][C:13]([O:17][CH3:18])=[C:12]([C:19]([NH:21][CH2:36][C:35]4[C:38]([CH3:40])=[CH:39][C:32]([NH:31][C:29](=[O:30])[C:28]5[CH:42]=[CH:43][C:44]([Cl:46])=[CH:45][C:27]=5[Cl:26])=[CH:33][C:34]=4[CH3:41])=[O:20])[C:10]=3[O:11][C:7]2=[CH:6][C:5]=1[OH:25])(=[O:3])[CH3:2]. The yield is 0.370. (5) The reactants are [NH2:1][C:2]1[N:7]2[CH:8]=[CH:9][N:10]=[C:6]2[C:5]([C:11]([NH:13][CH2:14][CH:15]2[CH2:20][CH2:19][N:18]([CH2:21][CH2:22][CH2:23][CH3:24])[CH2:17][CH2:16]2)=[O:12])=[CH:4][C:3]=1Cl.C([O-])=O.[NH4+]. The catalyst is [Pd].CO. The product is [NH2:1][C:2]1[N:7]2[CH:8]=[CH:9][N:10]=[C:6]2[C:5]([C:11]([NH:13][CH2:14][CH:15]2[CH2:16][CH2:17][N:18]([CH2:21][CH2:22][CH2:23][CH3:24])[CH2:19][CH2:20]2)=[O:12])=[CH:4][CH:3]=1. The yield is 0.630. (6) The reactants are [NH:1]1[CH2:4][CH:3]([CH:5]2[CH2:10][CH2:9][N:8]([C:11]([C:13]3[S:14][CH:15]=[CH:16][N:17]=3)=[O:12])[CH2:7][CH2:6]2)[CH2:2]1.[F:18][C:19]1[CH:24]=[CH:23][C:22]([N:25]2[C:33]3[C:28](=[CH:29][C:30]([C:34](O)=[O:35])=[CH:31][CH:32]=3)[CH:27]=[CH:26]2)=[CH:21][CH:20]=1.CCN(CC)CC.CN(C(ON1N=NC2C=CC=NC1=2)=[N+](C)C)C.F[P-](F)(F)(F)(F)F. The catalyst is C(Cl)Cl. The product is [F:18][C:19]1[CH:24]=[CH:23][C:22]([N:25]2[C:33]3[C:28](=[CH:29][C:30]([C:34]([N:1]4[CH2:2][CH:3]([CH:5]5[CH2:6][CH2:7][N:8]([C:11]([C:13]6[S:14][CH:15]=[CH:16][N:17]=6)=[O:12])[CH2:9][CH2:10]5)[CH2:4]4)=[O:35])=[CH:31][CH:32]=3)[CH:27]=[CH:26]2)=[CH:21][CH:20]=1. The yield is 0.850.